This data is from Full USPTO retrosynthesis dataset with 1.9M reactions from patents (1976-2016). The task is: Predict the reactants needed to synthesize the given product. (1) Given the product [CH3:1][O:2][CH2:3][CH2:4][NH:5][C:6]1[CH:11]=[CH:10][C:9]([NH2:12])=[C:8]([CH3:15])[N:7]=1, predict the reactants needed to synthesize it. The reactants are: [CH3:1][O:2][CH2:3][CH2:4][NH:5][C:6]1[CH:11]=[CH:10][C:9]([N+:12]([O-])=O)=[C:8]([CH3:15])[N:7]=1. (2) Given the product [CH:1]12[CH2:7][CH:4]([CH2:5][CH2:6]1)[CH2:3][CH:2]2[NH:8][C:9]1[S:10][C:11]([CH2:15][CH2:16][O:17][S:31]([CH3:30])(=[O:33])=[O:32])([CH2:18][CH2:19][O:20][S:31]([CH3:30])(=[O:33])=[O:32])[C:12](=[O:14])[N:13]=1, predict the reactants needed to synthesize it. The reactants are: [CH:1]12[CH2:7][CH:4]([CH2:5][CH2:6]1)[CH2:3][CH:2]2[NH:8][C:9]1[S:10][C:11]([CH2:18][CH2:19][OH:20])([CH2:15][CH2:16][OH:17])[C:12](=[O:14])[N:13]=1.C(N(C(C)C)CC)(C)C.[CH3:30][S:31](Cl)(=[O:33])=[O:32]. (3) Given the product [CH2:1]([O:19][C:20]1[CH:21]=[CH:22][C:23]([CH2:26][CH2:27][C:28]([N:35]([C:36]2[CH:41]=[CH:40][CH:39]=[CH:38][CH:37]=2)[CH2:56][C:57]([OH:53])=[O:61])=[O:30])=[CH:24][CH:25]=1)[CH2:2][CH2:3][CH2:4][CH2:5][CH2:6][CH2:7][CH2:8][CH2:9][CH2:10][CH2:11][CH2:12][CH2:13][CH2:14][CH2:15][CH2:16][CH2:17][CH3:18], predict the reactants needed to synthesize it. The reactants are: [CH2:1]([O:19][C:20]1[CH:25]=[CH:24][C:23]([CH2:26][CH2:27][C:28]([OH:30])=O)=[CH:22][CH:21]=1)[CH2:2][CH2:3][CH2:4][CH2:5][CH2:6][CH2:7][CH2:8][CH2:9][CH2:10][CH2:11][CH2:12][CH2:13][CH2:14][CH2:15][CH2:16][CH2:17][CH3:18].S(Cl)(Cl)=O.[NH2:35][C:36]1[CH:41]=[CH:40][CH:39]=[CH:38][CH:37]=1.C(N(CC)CC)C.[H-].[Na+].[Cl-].[NH4+].[O:53]1[CH2:57][CH2:56]CC1.CN(C)C=[O:61]. (4) Given the product [Br:12][C:11]1[C:2]([NH:1][C:16]2[C:17]([Cl:21])=[CH:18][N:19]=[C:14]([Cl:13])[N:15]=2)=[C:3]([CH:8]=[CH:9][CH:10]=1)[C:4]([NH:6][CH3:7])=[O:5], predict the reactants needed to synthesize it. The reactants are: [NH2:1][C:2]1[C:11]([Br:12])=[CH:10][CH:9]=[CH:8][C:3]=1[C:4]([NH:6][CH3:7])=[O:5].[Cl:13][C:14]1[N:19]=[C:18](Cl)[C:17]([Cl:21])=[CH:16][N:15]=1.C([O-])([O-])=O.[K+].[K+]. (5) Given the product [NH2:9][C:10]1[C:18]2[C:13](=[N:14][C:15]([CH3:21])=[CH:16][C:17]=2[CH:19]([OH:20])[C:1]2[CH:6]=[CH:5][CH:4]=[CH:3][CH:2]=2)[S:12][C:11]=1[C:22]([NH2:24])=[O:23], predict the reactants needed to synthesize it. The reactants are: [C:1]1([Mg]Br)[CH:6]=[CH:5][CH:4]=[CH:3][CH:2]=1.[NH2:9][C:10]1[C:18]2[C:13](=[N:14][C:15]([CH3:21])=[CH:16][C:17]=2[CH:19]=[O:20])[S:12][C:11]=1[C:22]([NH2:24])=[O:23]. (6) Given the product [C:2]1([CH2:1][O:8][C:9]2[CH:10]=[C:11]3[C:15](=[CH:16][CH:17]=2)[NH:14][CH:13]=[C:12]3/[CH:18]=[CH:21]/[C:20]([C:23]2[CH:28]=[CH:27][N:26]=[CH:25][CH:24]=2)=[O:22])[CH:3]=[CH:4][CH:5]=[CH:6][CH:7]=1, predict the reactants needed to synthesize it. The reactants are: [CH2:1]([O:8][C:9]1[CH:10]=[C:11]2[C:15](=[CH:16][CH:17]=1)[NH:14][CH:13]=[C:12]2[CH:18]=O)[C:2]1[CH:7]=[CH:6][CH:5]=[CH:4][CH:3]=1.[C:20]([C:23]1[CH:28]=[CH:27][N:26]=[CH:25][CH:24]=1)(=[O:22])[CH3:21].N1CCCCC1.C(OCC)(=O)C. (7) Given the product [F:13][C:14]1[CH:15]=[C:16]([C:41]2[CH:46]=[CH:45][CH:44]=[CH:43][C:42]=2[C:47]2[NH:3][C:4](=[O:7])[O:5][N:48]=2)[CH:17]=[CH:18][C:19]=1[CH2:20][C:21]1[C:22](=[O:40])[N:23]([CH:34]2[CH2:35][CH2:36][S:37][CH2:38][CH2:39]2)[C:24]2[N:25]([N:30]=[C:31]([CH3:33])[N:32]=2)[C:26]=1[CH2:27][CH2:28][CH3:29], predict the reactants needed to synthesize it. The reactants are: [Cl-].O[NH3+:3].[C:4](=[O:7])([O-])[OH:5].[Na+].CS(C)=O.[F:13][C:14]1[CH:15]=[C:16]([C:41]2[C:42]([C:47]#[N:48])=[CH:43][CH:44]=[CH:45][CH:46]=2)[CH:17]=[CH:18][C:19]=1[CH2:20][C:21]1[C:22](=[O:40])[N:23]([CH:34]2[CH2:39][CH2:38][S:37][CH2:36][CH2:35]2)[C:24]2[N:25]([N:30]=[C:31]([CH3:33])[N:32]=2)[C:26]=1[CH2:27][CH2:28][CH3:29]. (8) Given the product [CH:13]([N:11]1[CH:10]=[CH:9][C:4]([C:5]([O:7][CH3:8])=[O:6])=[CH:3][C:2]1=[O:1])([CH3:15])[CH3:14], predict the reactants needed to synthesize it. The reactants are: [OH:1][C:2]1[CH:3]=[C:4]([CH:9]=[CH:10][N:11]=1)[C:5]([O:7][CH3:8])=[O:6].Br[CH:13]([CH3:15])[CH3:14].C(=O)([O-])[O-].[K+].[K+].